From a dataset of Forward reaction prediction with 1.9M reactions from USPTO patents (1976-2016). Predict the product of the given reaction. (1) Given the reactants [CH2:1]([C:4]1[C:5]([Cl:16])=[N:6][CH:7]=[N:8][C:9]=1[C:10]1[CH:15]=[CH:14][CH:13]=[CH:12][N:11]=1)[CH:2]=C.C[N+]1([O-])CC[O:21]CC1, predict the reaction product. The product is: [Cl:16][C:5]1[C:4]([CH2:1][CH:2]=[O:21])=[C:9]([C:10]2[CH:15]=[CH:14][CH:13]=[CH:12][N:11]=2)[N:8]=[CH:7][N:6]=1. (2) Given the reactants [CH3:1][Mg]Br.[CH2:4]([O:11][CH:12]1[CH2:16][CH2:15][C:14](=[O:17])[CH2:13]1)[C:5]1[CH:10]=[CH:9][CH:8]=[CH:7][CH:6]=1, predict the reaction product. The product is: [CH2:4]([O:11][CH:12]1[CH2:16][CH2:15][C:14]([CH3:1])([OH:17])[CH2:13]1)[C:5]1[CH:10]=[CH:9][CH:8]=[CH:7][CH:6]=1.